Dataset: Forward reaction prediction with 1.9M reactions from USPTO patents (1976-2016). Task: Predict the product of the given reaction. (1) The product is: [O:1]1[CH2:6][CH2:5][N:4]([CH2:7][C:8]2[CH:12]=[CH:11][N:10]([C:13]3[N:34]=[CH:33][CH:32]=[CH:31][C:14]=3[C:15]([NH:17][CH:18]([C:26](=[O:30])[C:27]([NH2:29])=[O:28])[CH2:19][C:20]3[CH:25]=[CH:24][CH:23]=[CH:22][CH:21]=3)=[O:16])[N:9]=2)[C:3]2[CH:35]=[CH:36][CH:37]=[CH:38][C:2]1=2. Given the reactants [O:1]1[CH2:6][CH2:5][N:4]([CH2:7][C:8]2[CH:12]=[CH:11][N:10]([C:13]3[N:34]=[CH:33][CH:32]=[CH:31][C:14]=3[C:15]([NH:17][CH:18]([CH:26]([OH:30])[C:27]([NH2:29])=[O:28])[CH2:19][C:20]3[CH:25]=[CH:24][CH:23]=[CH:22][CH:21]=3)=[O:16])[N:9]=2)[C:3]2[CH:35]=[CH:36][CH:37]=[CH:38][C:2]1=2.IC1C=CC=CC=1C(O)=O, predict the reaction product. (2) Given the reactants C(O[C:5](=[O:7])[CH3:6])(=O)C.Cl.[NH2:9][CH2:10][C:11]([C:13]1[CH:18]=[CH:17][C:16]([Cl:19])=[CH:15][CH:14]=1)=[O:12].C([O-])(=O)C.[Na+], predict the reaction product. The product is: [Cl:19][C:16]1[CH:15]=[CH:14][C:13]([C:11](=[O:12])[CH2:10][NH:9][C:5](=[O:7])[CH3:6])=[CH:18][CH:17]=1. (3) The product is: [Br:11][CH2:9][C:8]([C:5]1[CH:6]=[N:7][C:2]([OH:1])=[CH:3][CH:4]=1)=[O:10]. Given the reactants [OH:1][C:2]1[N:7]=[CH:6][C:5]([C:8](=[O:10])[CH3:9])=[CH:4][CH:3]=1.[Br:11]Br, predict the reaction product. (4) The product is: [C:1]([O:5][C:6]([N:8]1[CH2:13][CH2:12][C:11]([CH2:20][CH2:21][CH2:22][NH2:23])([CH:14]2[CH2:15][CH2:16][CH2:17][CH2:18][CH2:19]2)[CH2:10][CH2:9]1)=[O:7])([CH3:4])([CH3:3])[CH3:2]. Given the reactants [C:1]([O:5][C:6]([N:8]1[CH2:13][CH2:12][C:11]([CH:20]=[CH:21][C:22]#[N:23])([CH:14]2[CH2:19][CH2:18][CH2:17][CH2:16][CH2:15]2)[CH2:10][CH2:9]1)=[O:7])([CH3:4])([CH3:3])[CH3:2].N, predict the reaction product. (5) Given the reactants [CH3:1][C:2]([CH3:13])([CH3:12])[C:3]([NH:5][C:6]1[CH:7]=[N:8][CH:9]=[CH:10][CH:11]=1)=[O:4].NCCCCN.C([Li])CCC.[I:25]I.[NH4+].[Cl-], predict the reaction product. The product is: [I:25][C:11]1[CH:10]=[CH:9][N:8]=[CH:7][C:6]=1[NH:5][C:3](=[O:4])[C:2]([CH3:13])([CH3:12])[CH3:1].